Dataset: Forward reaction prediction with 1.9M reactions from USPTO patents (1976-2016). Task: Predict the product of the given reaction. (1) Given the reactants [CH3:1][N:2]([C:12]1[CH:17]=[CH:16][C:15]([NH:18][CH2:19][CH:20]2[CH2:25][CH2:24][CH2:23][CH2:22][O:21]2)=[C:14]([N+:26]([O-])=O)[CH:13]=1)[S:3]([C:6]1[CH:11]=[CH:10][CH:9]=[CH:8][CH:7]=1)(=[O:5])=[O:4], predict the reaction product. The product is: [NH2:26][C:14]1[CH:13]=[C:12]([N:2]([CH3:1])[S:3]([C:6]2[CH:11]=[CH:10][CH:9]=[CH:8][CH:7]=2)(=[O:5])=[O:4])[CH:17]=[CH:16][C:15]=1[NH:18][CH2:19][CH:20]1[CH2:25][CH2:24][CH2:23][CH2:22][O:21]1. (2) Given the reactants [CH2:1]([N:8]1[CH:12]=[C:11]([C@@H:13]2[N:18]([C:19]([O:21][C:22]([CH3:25])([CH3:24])[CH3:23])=[O:20])[CH2:17][CH2:16][N:15]3[C:26](=[O:29])[CH2:27][CH2:28][C@@H:14]23)[C:10]([CH3:30])=[N:9]1)[C:2]1[CH:7]=[CH:6][CH:5]=[CH:4][CH:3]=1.[Li+].C[Si]([N-][Si](C)(C)C)(C)C.CN1C(=O)N(C)[CH2:45][CH2:44][CH2:43]1.[CH2:50](Br)[CH:51]=[CH2:52], predict the reaction product. The product is: [C:22]([O:21][C:19]([N:18]1[CH2:17][CH2:16][N:15]2[C:26](=[O:29])[C:27]([CH2:52][CH:51]=[CH2:50])([CH2:43][CH:44]=[CH2:45])[CH2:28][C@H:14]2[C@@H:13]1[C:11]1[C:10]([CH3:30])=[N:9][N:8]([CH2:1][C:2]2[CH:7]=[CH:6][CH:5]=[CH:4][CH:3]=2)[CH:12]=1)=[O:20])([CH3:25])([CH3:24])[CH3:23]. (3) Given the reactants C(N1CCN(C2SC(C(O)=O)=C(C)N=2)C1=O)C1C=CC=CC=1.[Cl:23][C:24]1[CH:45]=[CH:44][C:27]([CH2:28][N:29]2[CH2:33][CH2:32][N:31]([C:34]3[S:35][C:36]([C:40](O)=[O:41])=[C:37]([CH3:39])[N:38]=3)[C:30]2=[O:43])=[CH:26][CH:25]=1.[NH2:46][CH2:47][C:48]1[CH:49]=[N:50][CH:51]=[CH:52][CH:53]=1, predict the reaction product. The product is: [Cl:23][C:24]1[CH:25]=[CH:26][C:27]([CH2:28][N:29]2[CH2:33][CH2:32][N:31]([C:34]3[S:35][C:36]([C:40]([NH:46][CH2:47][C:48]4[CH:49]=[N:50][CH:51]=[CH:52][CH:53]=4)=[O:41])=[C:37]([CH3:39])[N:38]=3)[C:30]2=[O:43])=[CH:44][CH:45]=1. (4) Given the reactants [C:1]([O:5][C:6]([N:8]1[CH2:13][CH:12]=[C:11]([C:14]2[CH:19]=[CH:18][C:17]([NH:20]C(OCC3C=CC=CC=3)=O)=[CH:16][CH:15]=2)[CH2:10][CH2:9]1)=[O:7])([CH3:4])([CH3:3])[CH3:2], predict the reaction product. The product is: [C:1]([O:5][C:6]([N:8]1[CH2:9][CH:10]=[C:11]([C:14]2[CH:19]=[CH:18][C:17]([NH2:20])=[CH:16][CH:15]=2)[CH2:12][CH2:13]1)=[O:7])([CH3:4])([CH3:2])[CH3:3]. (5) Given the reactants CON(C)[C:4](=[O:20])[C:5]1[CH:10]=[CH:9][C:8]([C:11]2[CH:15]=[C:14]([C:16]([F:19])([F:18])[F:17])[O:13][N:12]=2)=[CH:7][CH:6]=1.[C:22]([Mg]Br)([CH3:25])([CH3:24])[CH3:23], predict the reaction product. The product is: [CH3:23][C:22]([CH3:25])([CH3:24])[C:4]([C:5]1[CH:6]=[CH:7][C:8]([C:11]2[CH:15]=[C:14]([C:16]([F:17])([F:18])[F:19])[O:13][N:12]=2)=[CH:9][CH:10]=1)=[O:20]. (6) Given the reactants [CH3:1][CH2:2][CH2:3][CH2:4][CH2:5][CH2:6][N:7]=[C:8]([N:10]=[C:11]([NH2:13])[NH2:12])[NH2:9].[CH3:14][C:15]([C:18]#[C:19]/[CH:20]=[CH:21]/[CH2:22][N:23]([CH2:25][C:26]1[CH:27]=[CH:28][CH:29]=[C:30]2[CH:35]=[CH:34][CH:33]=[CH:32][C:31]=12)[CH3:24])([CH3:17])[CH3:16], predict the reaction product. The product is: [CH3:1][CH2:2][CH2:3][CH2:4][CH2:5][CH2:6][N:7]=[C:8]([N:10]=[C:11]([NH2:13])[NH2:12])[NH2:9].[CH3:17][C:15]([C:18]#[C:19]/[CH:20]=[CH:21]/[CH2:22][N:23]([CH2:25][C:26]1[CH:27]=[CH:28][CH:29]=[C:30]2[CH:35]=[CH:34][CH:33]=[CH:32][C:31]=12)[CH3:24])([CH3:14])[CH3:16]. (7) Given the reactants [Br:1][C:2]1[CH:3]=[N:4][N:5]([CH3:8])[C:6]=1[NH2:7].N1C=CC=CC=1.Cl[C:16]([O:18][CH2:19][C:20]([Cl:23])([Cl:22])[Cl:21])=[O:17].O, predict the reaction product. The product is: [Br:1][C:2]1[CH:3]=[N:4][N:5]([CH3:8])[C:6]=1[NH:7][C:16](=[O:17])[O:18][CH2:19][C:20]([Cl:23])([Cl:22])[Cl:21]. (8) Given the reactants [CH3:1][C:2]1[C:24]2[N-:25][C:4](=[CH:5][C:6]3[N-:10][C:9]([CH:11]=[C:12]4[N:16]=[C:15]([CH:17]=[C:18]5[N:22]=[C:21]([CH:23]=2)[C:20]([CH:26]=[CH2:27])=[C:19]5[CH3:28])[C:14]([CH:29]=[CH2:30])=[C:13]4[CH3:31])=[C:8]([CH3:32])[C:7]=3[CH2:33][CH2:34][C:35]([OH:37])=[O:36])[C:3]=1[CH2:38][CH2:39][C:40]([OH:42])=[O:41].[Cl-].[Fe+3:44].C(O)(=O)C, predict the reaction product. The product is: [CH3:31][C:13]1[C:12]2[N-:16][C:15](=[CH:17][C:18]3[C:19]([CH3:28])=[C:20]([CH:26]=[CH2:27])[C:21](=[CH:23][C:24]4[N-:25][C:4]([CH:5]=[C:6]5[N:10]=[C:9]([CH:11]=2)[C:8]([CH3:32])=[C:7]5[CH2:33][CH2:34][C:35]([OH:37])=[O:36])=[C:3]([CH2:38][CH2:39][C:40]([O-:42])=[O:41])[C:2]=4[CH3:1])[N:22]=3)[C:14]=1[CH:29]=[CH2:30].[CH3:31][C:13]1[C:12]2[N-:16][C:15](=[CH:17][C:18]3[C:19]([CH3:28])=[C:20]([CH:26]=[CH2:27])[C:21](=[CH:23][C:24]4[N-:25][C:4]([CH:5]=[C:6]5[N:10]=[C:9]([CH:11]=2)[C:8]([CH3:32])=[C:7]5[CH2:33][CH2:34][C:35]([O-:37])=[O:36])=[C:3]([CH2:38][CH2:39][C:40]([OH:42])=[O:41])[C:2]=4[CH3:1])[N:22]=3)[C:14]=1[CH:29]=[CH2:30].[Fe:44].[Fe:44].